The task is: Predict which catalyst facilitates the given reaction.. This data is from Catalyst prediction with 721,799 reactions and 888 catalyst types from USPTO. (1) Reactant: [Si]([O:8][CH2:9][C:10](=[CH:20][F:21])[CH2:11][NH:12][C:13](=[O:19])[O:14][C:15]([CH3:18])([CH3:17])[CH3:16])(C(C)(C)C)(C)C.CCCC[N+](CCCC)(CCCC)CCCC.[F-]. Product: [F:21]/[CH:20]=[C:10](\[CH2:9][OH:8])/[CH2:11][NH:12][C:13](=[O:19])[O:14][C:15]([CH3:16])([CH3:17])[CH3:18].[F:21]/[CH:20]=[C:10](/[CH2:9][OH:8])\[CH2:11][NH:12][C:13](=[O:19])[O:14][C:15]([CH3:16])([CH3:17])[CH3:18]. The catalyst class is: 1. (2) Reactant: Cl[C:2](Cl)([O:4]C(=O)OC(Cl)(Cl)Cl)Cl.[NH2:13][C:14]1[C:19]2[NH:20][C:21]([C:27]3[CH:32]=[CH:31][CH:30]=[CH:29][N:28]=3)([C:24]([NH2:26])=[O:25])[CH2:22][O:23][C:18]=2[CH:17]=[CH:16][CH:15]=1.C(N(CC)C(C)C)(C)C. Product: [O:4]=[C:2]1[N:20]2[C:21]([C:27]3[CH:32]=[CH:31][CH:30]=[CH:29][N:28]=3)([C:24]([NH2:26])=[O:25])[CH2:22][O:23][C:18]3=[C:19]2[C:14](=[CH:15][CH:16]=[CH:17]3)[NH:13]1. The catalyst class is: 7. (3) Reactant: [NH2:1][C:2]1[C:3]([C:7](=[S:17])[NH:8][C:9]2[CH:14]=[CH:13][C:12]([F:15])=[C:11]([Br:16])[CH:10]=2)=[N:4][S:5][N:6]=1.F[C:19](F)(F)S(OC)(=O)=O.C(N(CC)C(C)C)(C)C. Product: [NH2:1][C:2]1[C:3]([C:7]([S:17][CH3:19])=[N:8][C:9]2[CH:14]=[CH:13][C:12]([F:15])=[C:11]([Br:16])[CH:10]=2)=[N:4][S:5][N:6]=1. The catalyst class is: 4. (4) Reactant: Br[CH2:2][C:3](OC)(OC)[CH3:4].Cl.C(=O)([O-])[O-].[K+].[K+].[Cl:16][C:17]1[CH:22]=[CH:21][C:20]([S:23]([CH2:26][C:27]2[CH:32]=[CH:31][CH:30]=[CH:29][N:28]=2)(=[O:25])=[O:24])=[CH:19][CH:18]=1. Product: [Cl:16][C:17]1[CH:18]=[CH:19][C:20]([S:23]([C:26]2[C:3]([CH3:4])=[CH:2][N:28]3[C:27]=2[CH:32]=[CH:31][CH:30]=[CH:29]3)(=[O:25])=[O:24])=[CH:21][CH:22]=1. The catalyst class is: 131.